Dataset: Forward reaction prediction with 1.9M reactions from USPTO patents (1976-2016). Task: Predict the product of the given reaction. (1) Given the reactants [CH:1]1[CH:2]=[CH:3][C:4]([O:7][C:8]2[C:9]([N:21]3[CH2:25][CH2:24][CH2:23][CH2:22]3)=[CH:10][C:11]([C:18]([OH:20])=[O:19])=[CH:12][C:13]=2[S:14]([NH2:17])(=[O:16])=[O:15])=[CH:5][CH:6]=1.Cl[CH2:27][C:28]([N:30]([CH2:33][CH3:34])[CH2:31][CH3:32])=[O:29].C(N(CC)CC)C.[I-].[Na+], predict the reaction product. The product is: [NH2:17][S:14]([C:13]1[CH:12]=[C:11]([CH:10]=[C:9]([N:21]2[CH2:22][CH2:23][CH2:24][CH2:25]2)[C:8]=1[O:7][C:4]1[CH:5]=[CH:6][CH:1]=[CH:2][CH:3]=1)[C:18]([O:20][CH2:27][C:28]([N:30]([CH2:33][CH3:34])[CH2:31][CH3:32])=[O:29])=[O:19])(=[O:16])=[O:15]. (2) Given the reactants C1(C2C=CC=CC=2)C=CC=C(NC(=O)CCCCCNC(=O)CSCC(O)=O)C=1.[C:30]1([C:60]2[CH:65]=[CH:64][CH:63]=[CH:62][CH:61]=2)[CH:35]=[CH:34][CH:33]=[C:32]([NH:36][C:37](=[O:59])[CH2:38][CH2:39][CH2:40][CH2:41][CH2:42][NH:43][C:44](=[O:58])[CH2:45][O:46][CH2:47][C:48]2[CH:57]=[CH:56][C:51]([C:52]([O:54]C)=[O:53])=[CH:50][CH:49]=2)[CH:31]=1, predict the reaction product. The product is: [C:30]1([C:60]2[CH:65]=[CH:64][CH:63]=[CH:62][CH:61]=2)[CH:35]=[CH:34][CH:33]=[C:32]([NH:36][C:37](=[O:59])[CH2:38][CH2:39][CH2:40][CH2:41][CH2:42][NH:43][C:44](=[O:58])[CH2:45][O:46][CH2:47][C:48]2[CH:49]=[CH:50][C:51]([C:52]([OH:54])=[O:53])=[CH:56][CH:57]=2)[CH:31]=1. (3) Given the reactants COC1C=CC(CN(CC2C=CC(OC)=CC=2)C2N=CC(C3C4CCNC=4N=C(N4CCOCC4)N=3)=CN=2)=CC=1.CC1C=C(N2CCN(C)CC2)C=CC=1N.CN1CCNCC1.CC1C=CC(N2CCOCC2)=CC=1N.[CH3:77][C:78]1[CH:83]=[C:82]([N:84]2[CH2:89][CH2:88][N:87]([CH3:90])[CH2:86][CH2:85]2)[CH:81]=[CH:80][C:79]=1[NH:91][C:92]([N:94]1[C:98]2[N:99]=[C:100]([N:128]3[CH2:133][CH2:132][O:131][CH2:130][CH2:129]3)[N:101]=[C:102]([C:103]3[CH:104]=[N:105][C:106]([N:109](CC4C=CC(OC)=CC=4)CC4C=CC(OC)=CC=4)=[N:107][CH:108]=3)[C:97]=2[CH2:96][CH2:95]1)=[O:93], predict the reaction product. The product is: [CH3:77][C:78]1[CH:83]=[C:82]([N:84]2[CH2:89][CH2:88][N:87]([CH3:90])[CH2:86][CH2:85]2)[CH:81]=[CH:80][C:79]=1[NH:91][C:92]([N:94]1[C:98]2[N:99]=[C:100]([N:128]3[CH2:133][CH2:132][O:131][CH2:130][CH2:129]3)[N:101]=[C:102]([C:103]3[CH:104]=[N:105][C:106]([NH2:109])=[N:107][CH:108]=3)[C:97]=2[CH2:96][CH2:95]1)=[O:93]. (4) Given the reactants Br[C:2]1[C:11]2[C:6](=[CH:7][CH:8]=[CH:9][C:10]=2Br)[CH:5]=[CH:4][CH:3]=1.[CH3:13][C:14]1[CH:19]=[C:18]([O:20][CH3:21])[CH:17]=[CH:16][C:15]=1B(O)O.[O-]P([O-])([O-])=O.[K+].[K+].[K+], predict the reaction product. The product is: [CH3:13][C:14]1[CH:19]=[C:18]([O:20][CH3:21])[CH:17]=[CH:16][C:15]=1[C:2]1[C:11]2[C:6](=[CH:7][CH:8]=[CH:9][C:10]=2[C:15]2[CH:16]=[CH:17][C:18]([O:20][CH3:21])=[CH:19][C:14]=2[CH3:13])[CH:5]=[CH:4][CH:3]=1. (5) Given the reactants [CH3:1][O:2][C:3]1[CH:8]=[CH:7][C:6]([C:9]2[CH:10]=[N:11][C:12]3[N:13]([N:15]=[CH:16][C:17]=3[C:18]3[CH:19]=[N:20][CH:21]=[C:22]([CH:28]=3)[C:23](OCC)=[O:24])[CH:14]=2)=[CH:5][CH:4]=1.[OH-].[Na+].Cl.C(Cl)(=O)C(Cl)=O.Cl.CN.[CH:41]([N:44](CC)C(C)C)(C)C, predict the reaction product. The product is: [CH3:1][O:2][C:3]1[CH:4]=[CH:5][C:6]([C:9]2[CH:10]=[N:11][C:12]3[N:13]([N:15]=[CH:16][C:17]=3[C:18]3[CH:19]=[N:20][CH:21]=[C:22]([CH:28]=3)[C:23]([NH:44][CH3:41])=[O:24])[CH:14]=2)=[CH:7][CH:8]=1. (6) Given the reactants [C:1]([NH:8][CH2:9][C:10](=[O:16])[CH2:11][CH2:12][C:13]([OH:15])=[O:14])([O:3][C:4]([CH3:7])([CH3:6])[CH3:5])=[O:2].O[CH2:18][CH2:19][CH2:20][CH2:21][CH2:22][CH2:23][CH2:24][CH2:25][CH2:26][C:27]([O:29][CH2:30][C:31]([Cl:34])([Cl:33])[Cl:32])=[O:28].C1(N=C=NC2CCCCC2)CCCCC1.N1C=CC=CC=1, predict the reaction product. The product is: [C:1]([NH:8][CH2:9][C:10](=[O:16])[CH2:11][CH2:12][C:13]([O:15][CH2:18][CH2:19][CH2:20][CH2:21][CH2:22][CH2:23][CH2:24][CH2:25][CH2:26][C:27]([O:29][CH2:30][C:31]([Cl:32])([Cl:33])[Cl:34])=[O:28])=[O:14])([O:3][C:4]([CH3:7])([CH3:6])[CH3:5])=[O:2]. (7) Given the reactants [CH3:1][O:2][C:3]1[CH:12]=[CH:11][C:6]([C:7]([NH:9][CH3:10])=[O:8])=[C:5]([CH:13]([C:16]2[CH:21]=[CH:20][CH:19]=[CH:18][CH:17]=2)[CH:14]=O)[CH:4]=1, predict the reaction product. The product is: [CH3:1][O:2][C:3]1[CH:4]=[C:5]2[C:6](=[CH:11][CH:12]=1)[C:7](=[O:8])[N:9]([CH3:10])[CH:14]=[C:13]2[C:16]1[CH:21]=[CH:20][CH:19]=[CH:18][CH:17]=1.